This data is from Peptide-MHC class I binding affinity with 185,985 pairs from IEDB/IMGT. The task is: Regression. Given a peptide amino acid sequence and an MHC pseudo amino acid sequence, predict their binding affinity value. This is MHC class I binding data. (1) The peptide sequence is QLFKPLTKK. The MHC is HLA-B27:05 with pseudo-sequence HLA-B27:05. The binding affinity (normalized) is 0.0847. (2) The peptide sequence is KRRWRRRW. The MHC is Mamu-B17 with pseudo-sequence Mamu-B17. The binding affinity (normalized) is 0.147. (3) The peptide sequence is PDPPTNTPEAL. The MHC is Mamu-A11 with pseudo-sequence Mamu-A11. The binding affinity (normalized) is 0.0477. (4) The peptide sequence is GFFLRKLTSR. The MHC is HLA-A33:01 with pseudo-sequence HLA-A33:01. The binding affinity (normalized) is 0.623.